This data is from Full USPTO retrosynthesis dataset with 1.9M reactions from patents (1976-2016). The task is: Predict the reactants needed to synthesize the given product. (1) Given the product [Cl:16][C:17]1[CH:22]=[C:21]([S:23]([C:26]([F:29])([F:28])[F:27])(=[O:25])=[O:24])[CH:20]=[CH:19][C:18]=1[NH:30][C:31]([C:7]1[C:8]2[CH2:9][CH2:10][CH2:11][CH2:12][C:13]=2[CH:14]=[C:5]([C:1]([CH3:4])([CH3:2])[CH3:3])[C:6]=1[OH:15])=[O:32], predict the reactants needed to synthesize it. The reactants are: [C:1]([C:5]1[C:6]([OH:15])=[CH:7][C:8]2[CH2:9][CH2:10][CH2:11][CH2:12][C:13]=2[CH:14]=1)([CH3:4])([CH3:3])[CH3:2].[Cl:16][C:17]1[CH:22]=[C:21]([S:23]([C:26]([F:29])([F:28])[F:27])(=[O:25])=[O:24])[CH:20]=[CH:19][C:18]=1[N:30]=[C:31]=[O:32]. (2) Given the product [Br:19][CH2:16][C:11]1[CH:12]=[CH:13][C:14]([CH3:15])=[C:9]([C:7]2[CH:6]=[CH:5][N:4]=[C:3]([O:2][CH3:1])[CH:8]=2)[CH:10]=1, predict the reactants needed to synthesize it. The reactants are: [CH3:1][O:2][C:3]1[CH:8]=[C:7]([C:9]2[CH:10]=[C:11]([CH2:16]O)[CH:12]=[CH:13][C:14]=2[CH3:15])[CH:6]=[CH:5][N:4]=1.P(Br)(Br)[Br:19].O.